This data is from Reaction yield outcomes from USPTO patents with 853,638 reactions. The task is: Predict the reaction yield, written as a fraction of the theoretical maximum amount of product (1.0 means a 100% yield; for example, 0.34 means a 34% yield). (1) The reactants are [F:1][C:2]1[C:3]([C:22](OC)=[O:23])=[CH:4][N:5]([S:13]([C:16]2[CH:17]=[N:18][CH:19]=[CH:20][CH:21]=2)(=[O:15])=[O:14])[C:6]=1[C:7]1[CH:12]=[CH:11][CH:10]=[CH:9][CH:8]=1.[H-].C([Al+]CC(C)C)C(C)C.O.C(OCC)(=O)C. The catalyst is O1CCCC1.C1(C)C=CC=CC=1. The product is [F:1][C:2]1[C:3]([CH:22]=[O:23])=[CH:4][N:5]([S:13]([C:16]2[CH:17]=[N:18][CH:19]=[CH:20][CH:21]=2)(=[O:15])=[O:14])[C:6]=1[C:7]1[CH:12]=[CH:11][CH:10]=[CH:9][CH:8]=1. The yield is 0.670. (2) The reactants are C(O[CH:4]=[C:5]([C:8]#[N:9])[C:6]#[N:7])C.[Br:10][C:11]1[CH:16]=[CH:15][C:14]([NH:17][NH2:18])=[CH:13][N:12]=1. No catalyst specified. The product is [NH2:9][C:8]1[N:17]([C:14]2[CH:13]=[N:12][C:11]([Br:10])=[CH:16][CH:15]=2)[N:18]=[CH:4][C:5]=1[C:6]#[N:7]. The yield is 0.330. (3) The reactants are [O:1]=[C:2]1[CH2:5][CH:4]([C:6]([O:8][CH2:9][C:10]2[CH:15]=[CH:14][CH:13]=[CH:12][CH:11]=2)=[O:7])[CH2:3]1.C(O[AlH-](OC(C)(C)C)OC(C)(C)C)(C)(C)C.[Li+]. The catalyst is O1CCCC1. The product is [OH:1][C@@H:2]1[CH2:5][C@H:4]([C:6]([O:8][CH2:9][C:10]2[CH:15]=[CH:14][CH:13]=[CH:12][CH:11]=2)=[O:7])[CH2:3]1. The yield is 0.900. (4) The reactants are [Br:1][C:2]1[CH:3]=[C:4]2[C:9](=[N:10][CH:11]=1)[N:8]([CH2:12][CH3:13])[CH:7]=[C:6]([C:14]([O:16][CH2:17][CH2:18][CH2:19][OH:20])=[O:15])[C:5]2=[O:21].[P:22](O)([O:32][CH2:33][C:34]1[CH:39]=[CH:38][CH:37]=[CH:36][CH:35]=1)([O:24][CH2:25][C:26]1[CH:31]=[CH:30][CH:29]=[CH:28][CH:27]=1)=[O:23].C1(P(C2C=CC=CC=2)C2C=CC=CC=2)C=CC=CC=1.N(C(OC(C)C)=O)=NC(OC(C)C)=O. The catalyst is O1CCCC1. The product is [Br:1][C:2]1[CH:3]=[C:4]2[C:9](=[N:10][CH:11]=1)[N:8]([CH2:12][CH3:13])[CH:7]=[C:6]([C:14]([O:16][CH2:17][CH2:18][CH2:19][O:20][P:22]([O:24][CH2:25][C:26]1[CH:31]=[CH:30][CH:29]=[CH:28][CH:27]=1)([O:32][CH2:33][C:34]1[CH:39]=[CH:38][CH:37]=[CH:36][CH:35]=1)=[O:23])=[O:15])[C:5]2=[O:21]. The yield is 0.470. (5) The reactants are [Br:1][CH2:2][C:3](Cl)=[O:4].[CH:6]1[C:19]2[CH2:18][C:17]3[C:12](=[CH:13][CH:14]=[CH:15][CH:16]=3)[O:11][C:10]=2[CH:9]=[CH:8][CH:7]=1.[Al+3].[Cl-].[Cl-].[Cl-]. The catalyst is C(Cl)Cl. The product is [CH:6]1[C:19]2[CH2:18][C:17]3[C:12](=[CH:13][CH:14]=[C:15]([C:3](=[O:4])[CH2:2][Br:1])[CH:16]=3)[O:11][C:10]=2[CH:9]=[CH:8][C:7]=1[C:3](=[O:4])[CH2:2][Br:1]. The yield is 0.367. (6) The reactants are [NH2:1][C:2]1[N:3]([CH3:24])[C:4](=[O:23])[C:5]2([C:15]3[C:10](=[CH:11][CH:12]=[C:13](Br)[CH:14]=3)[O:9][CH:8]([C:17]3[CH:22]=[CH:21][CH:20]=[CH:19][CH:18]=3)[CH2:7]2)[N:6]=1.[CH3:25][N:26]([CH3:41])[CH2:27][CH2:28][NH:29][C:30]([C:32]1[CH:37]=[CH:36][C:35](B(O)O)=[CH:34][CH:33]=1)=[O:31]. The catalyst is O1CCOCC1.C([O-])([O-])=O.[Cs+].[Cs+].Cl[Pd](Cl)([P](C1C=CC=CC=1)(C1C=CC=CC=1)C1C=CC=CC=1)[P](C1C=CC=CC=1)(C1C=CC=CC=1)C1C=CC=CC=1. The product is [NH2:1][C:2]1[N:3]([CH3:24])[C:4](=[O:23])[C:5]2([C:15]3[C:10](=[CH:11][CH:12]=[C:13]([C:35]4[CH:36]=[CH:37][C:32]([C:30]([NH:29][CH2:28][CH2:27][N:26]([CH3:25])[CH3:41])=[O:31])=[CH:33][CH:34]=4)[CH:14]=3)[O:9][CH:8]([C:17]3[CH:22]=[CH:21][CH:20]=[CH:19][CH:18]=3)[CH2:7]2)[N:6]=1. The yield is 0.180. (7) The reactants are Br[C:2]1[CH:11]=[CH:10][CH:9]=[C:8]2[C:3]=1[C:4]([O:13][C:14]1[CH:19]=[CH:18][CH:17]=[CH:16][CH:15]=1)=[CH:5][C:6](=[O:12])[NH:7]2.C(=O)([O-])[O-].[Na+].[Na+].[NH:26]1[CH:30]=[CH:29][C:28](B(O)O)=[N:27]1. The catalyst is C1C=CC([P]([Pd]([P](C2C=CC=CC=2)(C2C=CC=CC=2)C2C=CC=CC=2)([P](C2C=CC=CC=2)(C2C=CC=CC=2)C2C=CC=CC=2)[P](C2C=CC=CC=2)(C2C=CC=CC=2)C2C=CC=CC=2)(C2C=CC=CC=2)C2C=CC=CC=2)=CC=1. The product is [O:13]([C:4]1[C:3]2[C:8](=[CH:9][CH:10]=[C:11]([C:30]3[CH:29]=[CH:28][NH:27][N:26]=3)[CH:2]=2)[NH:7][C:6](=[O:12])[CH:5]=1)[C:14]1[CH:19]=[CH:18][CH:17]=[CH:16][CH:15]=1. The yield is 0.810.